This data is from Forward reaction prediction with 1.9M reactions from USPTO patents (1976-2016). The task is: Predict the product of the given reaction. (1) The product is: [Cl:1][C:2]1[CH:3]=[C:4]([C@@H:14]([NH:21][C:22](=[O:42])[CH2:23][NH:24][C:25](=[O:41])[C:26]2[CH:31]=[C:30]([NH:32][C:33]3[NH:38][CH2:37][CH:36]([OH:39])[CH2:35][N:34]=3)[CH:29]=[C:28]([OH:40])[CH:27]=2)[CH2:15][C:16]([OH:18])=[O:17])[CH:5]=[C:6]([C:8]2([C:12]#[N:13])[CH2:11][CH2:10][CH2:9]2)[CH:7]=1. Given the reactants [Cl:1][C:2]1[CH:3]=[C:4]([C@@H:14]([NH:21][C:22](=[O:42])[CH2:23][NH:24][C:25](=[O:41])[C:26]2[CH:31]=[C:30]([NH:32][C:33]3[NH:34][CH2:35][CH:36]([OH:39])[CH2:37][N:38]=3)[CH:29]=[C:28]([OH:40])[CH:27]=2)[CH2:15][C:16]([O:18]CC)=[O:17])[CH:5]=[C:6]([C:8]2([C:12]#[N:13])[CH2:11][CH2:10][CH2:9]2)[CH:7]=1.O.[OH-].[Li+].ClCCl, predict the reaction product. (2) Given the reactants [CH3:1][O:2][C:3]1[CH:8]=[CH:7][C:6]([O:9][CH3:10])=[CH:5][C:4]=1[S:11][C:12]1[NH:13][C:14]2[C:19]([N:20]=1)=[C:18]([NH2:21])[N:17]=[CH:16][N:15]=2.Br[CH2:23][CH2:24][C:25]1[CH:30]=[CH:29][CH:28]=[C:27]([N+:31]([O-:33])=[O:32])[CH:26]=1, predict the reaction product. The product is: [CH3:1][O:2][C:3]1[CH:8]=[CH:7][C:6]([O:9][CH3:10])=[CH:5][C:4]=1[S:11][C:12]1[N:13]([CH2:23][CH2:24][C:25]2[CH:30]=[CH:29][CH:28]=[C:27]([N+:31]([O-:33])=[O:32])[CH:26]=2)[C:14]2[C:19]([N:20]=1)=[C:18]([NH2:21])[N:17]=[CH:16][N:15]=2. (3) Given the reactants CN1CCC2NC3C=CC(C)=CC=3C=2C1CO.[CH3:18][N:19]1[CH:32]([CH2:33][OH:34])[CH2:31][C:22]2[NH:23][C:24]3[CH:25]=[CH:26][C:27]([CH3:30])=[CH:28][C:29]=3[C:21]=2[CH2:20]1.[H-].[Na+].[CH3:37][C:38]1([C:41]2[CH:42]=[N:43][CH:44]=[CH:45][CH:46]=2)[CH2:40][O:39]1, predict the reaction product. The product is: [OH:34][CH2:33][CH:32]1[N:19]([CH3:18])[CH2:20][C:21]2[C:29]3[CH:28]=[C:27]([CH3:30])[CH:26]=[CH:25][C:24]=3[N:23]([CH2:37][C:38]([C:41]3[CH:42]=[N:43][CH:44]=[CH:45][CH:46]=3)([OH:39])[CH3:40])[C:22]=2[CH2:31]1. (4) The product is: [Cl:1][C:2]1[C:3]([F:33])=[C:4]([NH:8][C:9]2[C:18]3[C:13](=[CH:14][C:15]([O:31][CH3:32])=[C:16]([CH2:19][N:20]([C@@H:26]([CH3:30])[CH2:27][O:28][CH3:29])[C@@H:21]([C:23]([NH2:35])=[O:25])[CH3:22])[CH:17]=3)[N:12]=[CH:11][N:10]=2)[CH:5]=[CH:6][CH:7]=1. Given the reactants [Cl:1][C:2]1[C:3]([F:33])=[C:4]([NH:8][C:9]2[C:18]3[C:13](=[CH:14][C:15]([O:31][CH3:32])=[C:16]([CH2:19][N:20]([C@@H:26]([CH3:30])[CH2:27][O:28][CH3:29])[C@@H:21]([C:23]([OH:25])=O)[CH3:22])[CH:17]=3)[N:12]=[CH:11][N:10]=2)[CH:5]=[CH:6][CH:7]=1.[Cl-].[NH4+:35], predict the reaction product. (5) Given the reactants Br[C:2]1[CH:3]=[C:4]2[N:10]([C:11]3[C:20]4[C:15](=[CH:16][C:17]([F:21])=[CH:18][CH:19]=4)[N:14]=[C:13]([C:22]4[CH:27]=[CH:26][CH:25]=[CH:24][N:23]=4)[C:12]=3[CH3:28])[CH2:9][C:8]3([CH2:33][CH2:32][O:31][CH2:30][CH2:29]3)[C:5]2=[N:6][CH:7]=1.CC1(C)C(C)(C)OB([C:42]2[CH:43]=[N:44][NH:45][CH:46]=2)O1.C([O-])([O-])=O.[Na+].[Na+].O, predict the reaction product. The product is: [F:21][C:17]1[CH:16]=[C:15]2[C:20]([C:11]([N:10]3[C:4]4[C:5](=[N:6][CH:7]=[C:2]([C:42]5[CH:43]=[N:44][NH:45][CH:46]=5)[CH:3]=4)[C:8]4([CH2:33][CH2:32][O:31][CH2:30][CH2:29]4)[CH2:9]3)=[C:12]([CH3:28])[C:13]([C:22]3[CH:27]=[CH:26][CH:25]=[CH:24][N:23]=3)=[N:14]2)=[CH:19][CH:18]=1. (6) Given the reactants [H-].[Na+].[CH3:3][O:4][C:5](=[O:16])[CH2:6][C:7]1[CH:12]=[CH:11][C:10]([N+:13]([O-])=O)=[CH:9][CH:8]=1.I[CH:18]([CH:20](I)[CH3:21])[CH3:19].O.O.[Sn](Cl)(Cl)(Cl)Cl, predict the reaction product. The product is: [CH3:3][O:4][C:5]([C:6]1([C:7]2[CH:12]=[CH:11][C:10]([NH2:13])=[CH:9][CH:8]=2)[CH2:21][CH2:20][CH2:18][CH2:19]1)=[O:16]. (7) The product is: [CH3:1][O:2][C:3](=[O:37])[C@@H:4]([O:5][C:6]([CH3:8])([CH3:7])[CH3:9])[C:10]1[C:15]([CH3:16])=[CH:14][CH:13]=[C:12]([OH:17])[C:11]=1[C:25]1[C:26]([CH3:36])=[C:27]2[C:32](=[C:33]([F:35])[CH:34]=1)[O:31][CH2:30][CH2:29][CH2:28]2. Given the reactants [CH3:1][O:2][C:3](=[O:37])[C@H:4]([C:10]1[C:15]([CH3:16])=[CH:14][CH:13]=[C:12]([O:17]CC2C=CC=CC=2)[C:11]=1[C:25]1[C:26]([CH3:36])=[C:27]2[C:32](=[C:33]([F:35])[CH:34]=1)[O:31][CH2:30][CH2:29][CH2:28]2)[O:5][C:6]([CH3:9])([CH3:8])[CH3:7], predict the reaction product. (8) Given the reactants [CH2:1]([O:4][CH:5]1[C:13](=[O:14])[CH2:12][CH2:11][C:10]2([CH3:15])[CH:6]1[CH2:7][CH2:8][C:9]2=[O:16])[CH:2]=C.N1C(C)=CC=CC=1C.I([O-])(=O)(=O)=[O:26].[Na+], predict the reaction product. The product is: [CH3:15][C:10]12[C:9](=[O:16])[CH2:8][CH2:7][CH:6]1[CH:5]([O:4][CH2:1][CH:2]=[O:26])[C:13](=[O:14])[CH2:12][CH2:11]2.